From a dataset of Full USPTO retrosynthesis dataset with 1.9M reactions from patents (1976-2016). Predict the reactants needed to synthesize the given product. (1) Given the product [CH2:1]([O:3][C:4]([CH:6]1[CH2:11][CH2:10][C:9]([CH2:15][CH:14]=[CH2:13])([OH:12])[CH2:8][CH2:7]1)=[O:5])[CH3:2], predict the reactants needed to synthesize it. The reactants are: [CH2:1]([O:3][C:4]([CH:6]1[CH2:11][CH2:10][C:9](=[O:12])[CH2:8][CH2:7]1)=[O:5])[CH3:2].[CH2:13](Br)[CH:14]=[CH2:15]. (2) Given the product [N:26]1[CH:27]=[C:28](/[CH:35]=[CH:6]/[C:4]([O:3][CH2:1][CH3:2])=[O:5])[N:29]2[CH:34]=[CH:33][CH:32]=[CH:31][C:30]=12, predict the reactants needed to synthesize it. The reactants are: [CH2:1]([O:3][C:4]([CH:6]=P(C1C=CC=CC=1)(C1C=CC=CC=1)C1C=CC=CC=1)=[O:5])[CH3:2].[N:26]1[CH:27]=[C:28]([CH:35]=O)[N:29]2[CH:34]=[CH:33][CH:32]=[CH:31][C:30]=12. (3) Given the product [Cl:1][C:2]1[S:6][C:5]([S:7]([NH:10][C:11]2[CH:19]=[CH:18][C:14]([C:15]([O:17][CH2:31][CH2:30][O:29][CH3:28])=[O:16])=[C:13]([OH:20])[CH:12]=2)(=[O:8])=[O:9])=[CH:4][C:3]=1[C:21]1[CH:26]=[CH:25][CH:24]=[C:23]([F:27])[CH:22]=1, predict the reactants needed to synthesize it. The reactants are: [Cl:1][C:2]1[S:6][C:5]([S:7]([NH:10][C:11]2[CH:19]=[CH:18][C:14]([C:15]([OH:17])=[O:16])=[C:13]([OH:20])[CH:12]=2)(=[O:9])=[O:8])=[CH:4][C:3]=1[C:21]1[CH:26]=[CH:25][CH:24]=[C:23]([F:27])[CH:22]=1.[CH3:28][O:29][CH2:30][CH2:31]O. (4) Given the product [F:1][C:2]1[CH:3]=[CH:4][C:5]([C:8]2([C:11]([N:15]([CH3:14])[C@H:16]3[CH2:35][N:20]4[C:21]5[C:26]([C:27]([CH2:28][C:29]([OH:31])=[O:30])=[C:19]4[CH2:18][CH2:17]3)=[CH:25][CH:24]=[CH:23][CH:22]=5)=[O:13])[CH2:9][CH2:10]2)=[CH:6][CH:7]=1, predict the reactants needed to synthesize it. The reactants are: [F:1][C:2]1[CH:7]=[CH:6][C:5]([C:8]2([C:11]([OH:13])=O)[CH2:10][CH2:9]2)=[CH:4][CH:3]=1.[CH3:14][NH:15][C@H:16]1[CH2:35][N:20]2[C:21]3[C:26]([C:27]([CH2:28][C:29]([O:31]CCC)=[O:30])=[C:19]2[CH2:18][CH2:17]1)=[CH:25][CH:24]=[CH:23][CH:22]=3. (5) Given the product [F:29][C:28]([F:31])([F:30])[C:25]1[N:23]2[N:24]=[C:19]([N:16]3[CH2:17][CH:18]=[C:13]([C:42]4[CH:43]=[N:44][CH:45]=[CH:46][CH:47]=4)[CH2:14][CH2:15]3)[CH:20]=[CH:21][C:22]2=[N:27][N:26]=1, predict the reactants needed to synthesize it. The reactants are: C(=O)([O-])[O-].[Na+].[Na+].FC(F)(F)S(O[C:13]1[CH2:14][CH2:15][N:16]([C:19]2[CH:20]=[CH:21][C:22]3[N:23]([C:25]([C:28]([F:31])([F:30])[F:29])=[N:26][N:27]=3)[N:24]=2)[CH2:17][CH:18]=1)(=O)=O.CC1(C)C(C)(C)OB([C:42]2[CH:43]=[N:44][CH:45]=[CH:46][CH:47]=2)O1.